From a dataset of Full USPTO retrosynthesis dataset with 1.9M reactions from patents (1976-2016). Predict the reactants needed to synthesize the given product. (1) Given the product [Br:1][C:2]1[CH:7]=[C:6]([Br:8])[N:5]=[C:4]([C:9]2[CH:14]=[CH:13][C:12]([F:15])=[CH:11][C:10]=2[F:16])[C:3]=1[CH2:17][Br:18], predict the reactants needed to synthesize it. The reactants are: [Br:1][C:2]1[CH:7]=[C:6]([Br:8])[N:5]=[C:4]([C:9]2[CH:14]=[CH:13][C:12]([F:15])=[CH:11][C:10]=2[F:16])[C:3]=1[CH3:17].[Br:18]N1C(=O)CCC1=O.C(OOC(=O)C1C=CC=CC=1)(=O)C1C=CC=CC=1. (2) The reactants are: [CH2:1]([O:8][C:9]([CH:11]([CH2:19][CH2:20][C@H:21]([NH:29][C:30]([O:32][C:33]([CH3:36])([CH3:35])[CH3:34])=[O:31])[C:22]([O:24][C:25]([CH3:28])([CH3:27])[CH3:26])=[O:23])[C:12]([O:14][C:15]([CH3:18])([CH3:17])[CH3:16])=[O:13])=[O:10])[C:2]1[CH:7]=[CH:6][CH:5]=[CH:4][CH:3]=1.[H-].[Na+].[CH2:39]([O:46][C:47]1[CH:52]=[CH:51][C:50]([CH2:53][CH2:54]Br)=[CH:49][CH:48]=1)[C:40]1[CH:45]=[CH:44][CH:43]=[CH:42][CH:41]=1. Given the product [CH2:39]([O:46][C:47]1[CH:48]=[CH:49][C:50]([CH2:53][CH2:54][C:11]([C:12]([O:14][C:15]([CH3:18])([CH3:17])[CH3:16])=[O:13])([C:9]([O:8][CH2:1][C:2]2[CH:3]=[CH:4][CH:5]=[CH:6][CH:7]=2)=[O:10])[CH2:19][CH2:20][C@H:21]([NH:29][C:30]([O:32][C:33]([CH3:36])([CH3:35])[CH3:34])=[O:31])[C:22]([O:24][C:25]([CH3:26])([CH3:27])[CH3:28])=[O:23])=[CH:51][CH:52]=1)[C:40]1[CH:41]=[CH:42][CH:43]=[CH:44][CH:45]=1, predict the reactants needed to synthesize it.